From a dataset of Catalyst prediction with 721,799 reactions and 888 catalyst types from USPTO. Predict which catalyst facilitates the given reaction. Reactant: [C:1]1([C:7]2[CH:12]=[C:11]([NH2:13])[CH:10]=[CH:9][N:8]=2)[CH:6]=[CH:5][CH:4]=[CH:3][CH:2]=1.C([O-])(=O)C.[Na+].[I:19]Cl.S([O-])([O-])(=O)=S.[Na+].[Na+].[OH-].[Na+]. Product: [I:19][C:10]1[C:11]([NH2:13])=[CH:12][C:7]([C:1]2[CH:2]=[CH:3][CH:4]=[CH:5][CH:6]=2)=[N:8][CH:9]=1. The catalyst class is: 15.